Dataset: Forward reaction prediction with 1.9M reactions from USPTO patents (1976-2016). Task: Predict the product of the given reaction. (1) The product is: [CH2:1]([CH:8]([C:17](=[O:36])/[CH:18]=[CH:19]/[C:20]1[CH:25]=[CH:24][C:23]([OH:26])=[C:22]([O:34][CH3:35])[CH:21]=1)[C:9]([C:11]1[CH:16]=[CH:15][CH:14]=[CH:13][CH:12]=1)=[O:10])[C:2]1[CH:7]=[CH:6][CH:5]=[CH:4][CH:3]=1. Given the reactants [CH2:1]([CH:8]([C:17](=[O:36])/[CH:18]=[CH:19]/[C:20]1[CH:25]=[CH:24][C:23]([O:26][Si](C(C)(C)C)(C)C)=[C:22]([O:34][CH3:35])[CH:21]=1)[C:9]([C:11]1[CH:16]=[CH:15][CH:14]=[CH:13][CH:12]=1)=[O:10])[C:2]1[CH:7]=[CH:6][CH:5]=[CH:4][CH:3]=1.CCCC[N+](CCCC)(CCCC)CCCC.[F-], predict the reaction product. (2) Given the reactants Cl[C:2]1[C:11]2[C:6](=[CH:7][N:8]=[C:9]([F:12])[CH:10]=2)[N:5]=[CH:4][C:3]=1[C:13]#[N:14].[CH:15]([C:18]1[CH:19]=[C:20]([CH:22]=[CH:23][CH:24]=1)[NH2:21])([CH3:17])[CH3:16].O, predict the reaction product. The product is: [F:12][C:9]1[CH:10]=[C:11]2[C:6](=[CH:7][N:8]=1)[N:5]=[CH:4][C:3]([C:13]#[N:14])=[C:2]2[NH:21][C:20]1[CH:22]=[CH:23][CH:24]=[C:18]([CH:15]([CH3:17])[CH3:16])[CH:19]=1. (3) The product is: [NH2:1][C:2]1[C:3]([C:24]2[CH:33]=[CH:32][C:27]([C:28]([O:30][CH3:31])=[O:29])=[C:26]([F:34])[CH:25]=2)=[N:4][C:5]([CH:8]2[CH2:13][CH2:12][C:11](=[O:14])[NH:10][CH2:9]2)=[CH:6][N:7]=1. Given the reactants [NH2:1][C:2]1[C:3]([C:24]2[CH:33]=[CH:32][C:27]([C:28]([O:30][CH3:31])=[O:29])=[C:26]([F:34])[CH:25]=2)=[N:4][C:5]([C:8]2[CH2:13][CH2:12][C:11](=[O:14])[N:10](CC3C=CC(OC)=CC=3)[CH:9]=2)=[CH:6][N:7]=1, predict the reaction product. (4) Given the reactants [O:1]1[CH2:18][CH:2]1[CH2:3][C:4]1([OH:17])[CH2:9][CH2:8][N:7]([C:10]([O:12][C:13]([CH3:16])([CH3:15])[CH3:14])=[O:11])[CH2:6][CH2:5]1.O.[OH-].[Li+].C(OCC)(=O)C, predict the reaction product. The product is: [C:13]([O:12][C:10]([N:7]1[CH2:8][CH2:9][C:4]2([O:17][CH:2]([CH2:18][OH:1])[CH2:3]2)[CH2:5][CH2:6]1)=[O:11])([CH3:16])([CH3:15])[CH3:14]. (5) Given the reactants [O:1]=[C:2]([N:9]([CH2:11][C:12]1[CH:17]=[CH:16][CH:15]=[CH:14][CH:13]=1)[NH2:10])[CH2:3][C:4]([O:6]CC)=O.Cl.Cl.[CH2:20](NN)[C:21]1[CH:26]=[CH:25]C=C[CH:22]=1.[C:29](=[O:32])([O-])[O-:30].[K+].[K+].CC(C)=O.[OH-].[Na+].S([O-])([O-])(=O)=O.[Mg+2].[N:47]12[CH2:57]CCN=C1CCCCC2.ClC(=O)CC(OCC)=[O:62].Cl, predict the reaction product. The product is: [OH:62][C:25]1[C:26]([CH:21]([CH3:20])[CH3:22])=[N:10][N:9]([CH2:11][C:12]2[CH:13]=[CH:14][CH:15]=[CH:16][CH:17]=2)[C:2](=[O:1])[C:3]=1[C:4]([NH:47][CH2:57][C:29]([OH:30])=[O:32])=[O:6]. (6) Given the reactants [O-2].[La+3].[O-2].[O-2].[La+3].[CH3:6][C:7](=[CH:9][CH2:10][CH2:11][C:12](=[CH:14][CH:15]=O)[CH3:13])[CH3:8].[CH3:17][C:18]([CH3:20])=[O:19], predict the reaction product. The product is: [CH3:8][C:7]([CH3:6])=[CH:9][CH2:10][CH2:11]/[C:12](/[CH3:13])=[CH:14]/[CH:15]=[CH:17]/[C:18]([CH3:20])=[O:19]. (7) Given the reactants [F:1][C:2]([F:13])([F:12])[O:3][C:4]1[CH:11]=[CH:10][C:7]([CH2:8][NH2:9])=[CH:6][CH:5]=1.[N:14]([C:17]1[CH:25]=[CH:24][CH:23]=[C:22]2[C:18]=1[CH:19]=[CH:20][NH:21]2)=[C:15]=[O:16], predict the reaction product. The product is: [NH:21]1[C:22]2[C:18](=[C:17]([NH:14][C:15]([NH:9][CH2:8][C:7]3[CH:10]=[CH:11][C:4]([O:3][C:2]([F:12])([F:13])[F:1])=[CH:5][CH:6]=3)=[O:16])[CH:25]=[CH:24][CH:23]=2)[CH:19]=[CH:20]1. (8) Given the reactants [F:1][C:2]([F:33])([F:32])[C:3]([CH2:18][C:19]1[NH:31][C:22]2=[CH:23][N:24]=[C:25]([S:27]([CH3:30])(=[O:29])=[O:28])[CH:26]=[C:21]2[CH:20]=1)([OH:17])[CH2:4][C:5]([C:8]1[CH:13]=[C:12]([F:14])[CH:11]=[CH:10][C:9]=1[O:15]C)([CH3:7])[CH3:6].B(Br)(Br)Br.CO, predict the reaction product. The product is: [F:14][C:12]1[CH:11]=[CH:10][C:9]([OH:15])=[C:8]([C:5]([CH3:7])([CH3:6])[CH2:4][C:3]([OH:17])([CH2:18][C:19]2[NH:31][C:22]3=[CH:23][N:24]=[C:25]([S:27]([CH3:30])(=[O:28])=[O:29])[CH:26]=[C:21]3[CH:20]=2)[C:2]([F:32])([F:1])[F:33])[CH:13]=1. (9) Given the reactants [Br:1][C:2]1[CH:3]=[CH:4][C:5]([O:12][CH2:13][CH:14]([NH:17][C:18]([O:20]C(C)(C)C)=O)[CH2:15][OH:16])=[C:6]([CH:11]=1)C(OC)=O.C(O)(C(F)(F)F)=O.C(N(CC)CC)C, predict the reaction product. The product is: [Br:1][C:2]1[CH:3]=[CH:4][C:5]2[O:12][CH2:13][CH:14]([CH2:15][OH:16])[NH:17][C:18](=[O:20])[C:6]=2[CH:11]=1.